Dataset: Full USPTO retrosynthesis dataset with 1.9M reactions from patents (1976-2016). Task: Predict the reactants needed to synthesize the given product. (1) Given the product [C:36]1([CH:35]([C:42]2[CH:43]=[CH:44][CH:45]=[CH:46][CH:47]=2)[CH2:34][CH2:33][O:32][C:30](=[O:31])[C:20]2[C:21]([C:22]3[CH:27]=[CH:26][C:25]([CH3:28])=[CH:24][C:23]=3[CH3:29])=[C:16]([C:14]([N:11]3[CH2:12][CH2:13][NH:8][CH2:9][CH2:10]3)=[O:15])[C:17]([CH3:49])=[N:18][C:19]=2[CH3:48])[CH:41]=[CH:40][CH:39]=[CH:38][CH:37]=1, predict the reactants needed to synthesize it. The reactants are: C(OC([N:8]1[CH2:13][CH2:12][N:11]([C:14]([C:16]2[CH:21]([C:22]3[CH:27]=[CH:26][C:25]([CH3:28])=[CH:24][C:23]=3[CH3:29])[C:20]([C:30]([O:32][CH2:33][CH2:34][CH:35]([C:42]3[CH:47]=[CH:46][CH:45]=[CH:44][CH:43]=3)[C:36]3[CH:41]=[CH:40][CH:39]=[CH:38][CH:37]=3)=[O:31])=[C:19]([CH3:48])[NH:18][C:17]=2[CH3:49])=[O:15])[CH2:10][CH2:9]1)=O)(C)(C)C.FC(F)(F)C([O-])=O. (2) Given the product [CH:4]1[C:5]([CH2:6][OH:7])=[CH:9][CH:10]=[C:2]([OH:1])[CH:3]=1, predict the reactants needed to synthesize it. The reactants are: [OH:1][C:2]1[CH:10]=[CH:9][C:5]([C:6](O)=[O:7])=[CH:4][CH:3]=1.[OH-].[Na+].